From a dataset of Forward reaction prediction with 1.9M reactions from USPTO patents (1976-2016). Predict the product of the given reaction. (1) Given the reactants [Br:1][C:2]1[CH:7]=[CH:6][C:5]([NH2:8])=[CH:4][C:3]=1[CH3:9].Cl[CH2:11][CH2:12][N:13]=[C:14]=[O:15].[H-].[Na+].O, predict the reaction product. The product is: [Br:1][C:2]1[CH:7]=[CH:6][C:5]([N:8]2[CH2:11][CH2:12][NH:13][C:14]2=[O:15])=[CH:4][C:3]=1[CH3:9]. (2) Given the reactants [Cl:1][S:2]([C:5]1[CH:10]=[CH:9][C:8]([N:11]=[C:12]=[O:13])=[CH:7][CH:6]=1)(=[O:4])=[O:3].[CH3:14][O:15][C:16]1[CH:25]=[CH:24][C:23]([N:26]2[CH2:31][CH2:30][N:29]([CH3:32])[CH2:28][CH2:27]2)=[C:22]2[C:17]=1[CH2:18][CH2:19][NH:20][CH2:21]2, predict the reaction product. The product is: [CH3:14][O:15][C:16]1[CH:25]=[CH:24][C:23]([N:26]2[CH2:27][CH2:28][N:29]([CH3:32])[CH2:30][CH2:31]2)=[C:22]2[C:17]=1[CH2:18][CH2:19][N:20]([C:12]([NH:11][C:8]1[CH:7]=[CH:6][C:5]([S:2]([Cl:1])(=[O:4])=[O:3])=[CH:10][CH:9]=1)=[O:13])[CH2:21]2. (3) Given the reactants [NH2:1][C:2]1[CH:9]=[CH:8][C:7]([Br:10])=[CH:6][C:3]=1[CH:4]=[O:5].C1COCC1.[C:16]1(=O)[O:21][C:19](=[O:20])[C:18]2=[CH:22][CH:23]=[CH:24][CH:25]=[C:17]12, predict the reaction product. The product is: [Br:10][C:7]1[CH:8]=[CH:9][C:2]([N:1]2[C:19](=[O:20])[C:18]3[C:17](=[CH:25][CH:24]=[CH:23][CH:22]=3)[C:16]2=[O:21])=[C:3]([CH:6]=1)[CH:4]=[O:5]. (4) Given the reactants C([O:3][C:4]([C:6]1[N:7]=[N:8][C:9]([O:12][CH2:13][C:14]2[C:15]([C:19]3[CH:24]=[CH:23][CH:22]=[CH:21][N:20]=3)=[N:16][O:17][CH:18]=2)=[CH:10][CH:11]=1)=[O:5])C.COC(C1C=NC(OCC2C(C3C=CC(Cl)=CC=3)=NOC=2)=CN=1)=O, predict the reaction product. The product is: [N:20]1[CH:21]=[CH:22][CH:23]=[CH:24][C:19]=1[C:15]1[C:14]([CH2:13][O:12][C:9]2[N:8]=[N:7][C:6]([C:4]([OH:5])=[O:3])=[CH:11][CH:10]=2)=[CH:18][O:17][N:16]=1. (5) Given the reactants [OH:1][C:2]1[CH:7]=[CH:6][C:5]([N:8]2[C:13](=[O:14])[C:12]([CH2:15][C:16]3[CH:21]=[CH:20][C:19]([C:22]4[C:23]([C:28]#[N:29])=[CH:24][CH:25]=[CH:26][CH:27]=4)=[CH:18][CH:17]=3)=[C:11]([CH2:30][CH2:31][CH3:32])[N:10]3[N:33]=[CH:34][N:35]=[C:9]23)=[CH:4][CH:3]=1.Br[C:37]([CH3:43])([CH3:42])[C:38]([O:40][CH3:41])=[O:39].C(=O)([O-])[O-].[Cs+].[Cs+].Cl, predict the reaction product. The product is: [C:28]([C:23]1[CH:24]=[CH:25][CH:26]=[CH:27][C:22]=1[C:19]1[CH:20]=[CH:21][C:16]([CH2:15][C:12]2[C:13](=[O:14])[N:8]([C:5]3[CH:6]=[CH:7][C:2]([O:1][C:37]([CH3:43])([CH3:42])[C:38]([O:40][CH3:41])=[O:39])=[CH:3][CH:4]=3)[C:9]3[N:10]([N:33]=[CH:34][N:35]=3)[C:11]=2[CH2:30][CH2:31][CH3:32])=[CH:17][CH:18]=1)#[N:29]. (6) Given the reactants [CH2:1]([S:3][C:4]1[N:5]=[C:6]([N:24]2[CH2:29][CH2:28][NH:27][CH2:26][CH2:25]2)[C:7]2[S:12][C:11]3[N:13]=[C:14]([C:18]4[CH:23]=[CH:22][CH:21]=[CH:20][CH:19]=4)[CH:15]=[C:16]([CH3:17])[C:10]=3[C:8]=2[N:9]=1)[CH3:2].[OH:30]O, predict the reaction product. The product is: [CH2:1]([S:3]([C:4]1[N:5]=[C:6]([N:24]2[CH2:25][CH2:26][NH:27][CH2:28][CH2:29]2)[C:7]2[S:12][C:11]3[N:13]=[C:14]([C:18]4[CH:23]=[CH:22][CH:21]=[CH:20][CH:19]=4)[CH:15]=[C:16]([CH3:17])[C:10]=3[C:8]=2[N:9]=1)=[O:30])[CH3:2].